From a dataset of Reaction yield outcomes from USPTO patents with 853,638 reactions. Predict the reaction yield, written as a fraction of the theoretical maximum amount of product (1.0 means a 100% yield; for example, 0.34 means a 34% yield). (1) The reactants are [NH2:1][C:2]1[C:10]2[C:5](=[CH:6][CH:7]=[CH:8][C:9]=2[O:11][CH3:12])[N:4]([CH2:13][C:14]2[CH:15]=[C:16]([CH:20]=[CH:21][CH:22]=2)[C:17]([NH2:19])=[O:18])[N:3]=1.[Br:23][C:24]1[S:28][C:27]([S:29](Cl)(=[O:31])=[O:30])=[CH:26][CH:25]=1.CS(C)=O. The catalyst is N1C=CC=CC=1. The product is [Br:23][C:24]1[S:28][C:27]([S:29]([NH:1][C:2]2[C:10]3[C:5](=[CH:6][CH:7]=[CH:8][C:9]=3[O:11][CH3:12])[N:4]([CH2:13][C:14]3[CH:15]=[C:16]([CH:20]=[CH:21][CH:22]=3)[C:17]([NH2:19])=[O:18])[N:3]=2)(=[O:31])=[O:30])=[CH:26][CH:25]=1. The yield is 0.120. (2) The reactants are [CH2:1]([O:3][C:4]([C:6]1[NH:7][C:8]2[C:13]([CH:14]=1)=[CH:12][CH:11]=[CH:10][CH:9]=2)=[O:5])[CH3:2].[CH2:15](Br)[C:16]1[CH:21]=[CH:20][CH:19]=[CH:18][CH:17]=1.C(=O)([O-])[O-].[Cs+].[Cs+]. The catalyst is CC(C)=O. The product is [CH2:1]([O:3][C:4]([C:6]1[N:7]([CH2:15][C:16]2[CH:21]=[CH:20][CH:19]=[CH:18][CH:17]=2)[C:8]2[C:13]([CH:14]=1)=[CH:12][CH:11]=[CH:10][CH:9]=2)=[O:5])[CH3:2]. The yield is 0.850. (3) The reactants are Cl[C:2]1[C:3](=[O:14])[NH:4][C:5](=[O:13])[C:6]=1[C:7]1[CH:12]=[CH:11][CH:10]=[CH:9][CH:8]=1.[F:15][C:16]([F:26])([F:25])[O:17][C:18]1[CH:24]=[CH:23][C:21]([NH2:22])=[CH:20][CH:19]=1.CN1CCCC1=O.ClCCl.C=CCCCCC. The catalyst is CO. The product is [C:7]1([C:6]2[C:5](=[O:13])[NH:4][C:3](=[O:14])[C:2]=2[NH:22][C:21]2[CH:23]=[CH:24][C:18]([O:17][C:16]([F:15])([F:25])[F:26])=[CH:19][CH:20]=2)[CH:12]=[CH:11][CH:10]=[CH:9][CH:8]=1. The yield is 0.570. (4) The reactants are C(Cl)(=O)C(Cl)=O.CS(C)=O.[Si:11]([O:18][CH2:19][CH:20]1[CH2:24][CH2:23][CH:22]([CH2:25][OH:26])[CH2:21]1)([C:14]([CH3:17])([CH3:16])[CH3:15])([CH3:13])[CH3:12].C(N(CC)CC)C. The catalyst is ClCCl.Cl. The product is [Si:11]([O:18][CH2:19][CH:20]1[CH2:24][CH2:23][CH:22]([CH:25]=[O:26])[CH2:21]1)([C:14]([CH3:17])([CH3:16])[CH3:15])([CH3:13])[CH3:12]. The yield is 0.970. (5) The reactants are CS(O[CH2:6][CH2:7][O:8][CH:9]([CH3:11])[CH3:10])(=O)=O.[O:12]=[C:13]1[C:21]2[C:16](=[CH:17][CH:18]=[CH:19][CH:20]=2)[C:15](=[O:22])[N:14]1[NH:23][C:24](=[O:30])[O:25][C:26]([CH3:29])([CH3:28])[CH3:27].C(=O)([O-])[O-].[K+].[K+]. The catalyst is C(#N)C.[Cl-].C([N+](CC)(CC)CC)C1C=CC=CC=1.C(OCC)(=O)C.O. The product is [O:22]=[C:15]1[C:16]2[C:21](=[CH:20][CH:19]=[CH:18][CH:17]=2)[C:13](=[O:12])[N:14]1[N:23]([CH2:6][CH2:7][O:8][CH:9]([CH3:10])[CH3:11])[C:24](=[O:30])[O:25][C:26]([CH3:28])([CH3:27])[CH3:29]. The yield is 0.830. (6) The reactants are [NH:1]1[CH2:6][CH2:5][CH:4]([NH:7][C:8]2[N:9]=[N:10][C:11]([C:14]([F:17])([F:16])[F:15])=[CH:12][CH:13]=2)[CH2:3][CH2:2]1.[F:18][C:19]1[CH:26]=[CH:25][C:22]([CH:23]=O)=[CH:21][CH:20]=1.C(N(C(C)C)CC)(C)C.C(O[BH-](OC(=O)C)OC(=O)C)(=O)C. The catalyst is ClC(Cl)C. The product is [F:18][C:19]1[CH:26]=[CH:25][C:22]([CH2:23][N:1]2[CH2:6][CH2:5][CH:4]([NH:7][C:8]3[N:9]=[N:10][C:11]([C:14]([F:17])([F:16])[F:15])=[CH:12][CH:13]=3)[CH2:3][CH2:2]2)=[CH:21][CH:20]=1. The yield is 0.420.